Dataset: Full USPTO retrosynthesis dataset with 1.9M reactions from patents (1976-2016). Task: Predict the reactants needed to synthesize the given product. (1) The reactants are: [NH2:1][CH2:2][CH:3]([C:11]1[C:19]2[C:14](=[CH:15][C:16]([NH:20][C:21](=[O:30])[O:22][CH2:23][C:24]3[CH:29]=[CH:28][CH:27]=[CH:26][CH:25]=3)=[CH:17][CH:18]=2)[NH:13][CH:12]=1)[C:4]1[CH:9]=[CH:8][CH:7]=[CH:6][C:5]=1[F:10].O=[CH:32][C:33]([O:35][CH2:36][CH3:37])=[O:34].C1(C)C=CC=CC=1.Cl. Given the product [CH2:23]([O:22][C:21]([NH:20][C:16]1[CH:15]=[C:14]2[C:19]([C:11]3[C:3]([C:4]4[CH:9]=[CH:8][CH:7]=[CH:6][C:5]=4[F:10])=[CH:2][N:1]=[C:32]([C:33]([O:35][CH2:36][CH3:37])=[O:34])[C:12]=3[NH:13]2)=[CH:18][CH:17]=1)=[O:30])[C:24]1[CH:25]=[CH:26][CH:27]=[CH:28][CH:29]=1, predict the reactants needed to synthesize it. (2) Given the product [CH3:1][O:2][C:3]1[C:8]([NH:9][C:10]2[N:15]=[C:14]([NH:28][CH:24]3[CH2:25][CH2:26][CH2:27][O:22][CH2:23]3)[C:13]([N+:19]([O-:21])=[O:20])=[CH:12][N:11]=2)=[CH:7][CH:6]=[CH:5][N:4]=1, predict the reactants needed to synthesize it. The reactants are: [CH3:1][O:2][C:3]1[C:8]([NH:9][C:10]2[N:15]=[C:14](SC#N)[C:13]([N+:19]([O-:21])=[O:20])=[CH:12][N:11]=2)=[CH:7][CH:6]=[CH:5][N:4]=1.[O:22]1[CH2:27][CH2:26][CH2:25][CH:24]([NH2:28])[CH2:23]1.C(N(CC)C(C)C)(C)C. (3) Given the product [Cl:1][C:2]1[CH:6]=[C:5]([C:7]([O:9][CH3:10])=[O:8])[N:4]([CH3:11])[N:3]=1, predict the reactants needed to synthesize it. The reactants are: [Cl:1][C:2]1[CH2:6][CH:5]([C:7]([O:9][CH3:10])=[O:8])[N:4]([CH3:11])[N:3]=1.Cl[O-].[Na+]. (4) Given the product [CH3:1][O:2][C:3](=[O:21])[C:4]1[CH:9]=[C:8]([CH:10]([OH:12])[CH3:11])[C:7]([C:13]([F:16])([F:15])[F:14])=[CH:6][C:5]=1[NH:17][C:18](=[O:20])[CH3:19], predict the reactants needed to synthesize it. The reactants are: [CH3:1][O:2][C:3](=[O:21])[C:4]1[CH:9]=[C:8]([C:10](=[O:12])[CH3:11])[C:7]([C:13]([F:16])([F:15])[F:14])=[CH:6][C:5]=1[NH:17][C:18](=[O:20])[CH3:19]. (5) Given the product [NH2:38][C:39]1[O:23][C:22]([C:21]2[C:20]([CH:27]3[CH2:30][CH2:29][CH2:28]3)=[CH:19][C:18]([CH2:31][CH3:32])=[C:17]([CH:26]=2)[C:15]([N:12]2[CH2:11][CH2:10][CH:9]([C:6]3[CH:5]=[CH:4][C:3]([C:1]#[N:2])=[CH:8][CH:7]=3)[CH2:14][CH2:13]2)=[O:16])=[N:24][N:25]=1, predict the reactants needed to synthesize it. The reactants are: [C:1]([C:3]1[CH:8]=[CH:7][C:6]([CH:9]2[CH2:14][CH2:13][N:12]([C:15]([C:17]3[C:18]([CH2:31][CH3:32])=[CH:19][C:20]([CH:27]4[CH2:30][CH2:29][CH2:28]4)=[C:21]([CH:26]=3)[C:22]([NH:24][NH2:25])=[O:23])=[O:16])[CH2:11][CH2:10]2)=[CH:5][CH:4]=1)#[N:2].C(=O)(O)[O-].[Na+].[N:38]#[C:39]Br. (6) Given the product [CH3:40][O:41][C:42]1[CH:47]=[CH:46][CH:45]=[CH:44][C:43]=1[S:48][C:2]1[N:10]2[C:5]([CH:6]=[N:7][C:8]([NH:11][C:12]3[CH:17]=[CH:16][C:15]([N:18]4[CH2:23][CH2:22][N:21]([CH3:24])[CH2:20][CH2:19]4)=[CH:14][CH:13]=3)=[N:9]2)=[CH:4][CH:3]=1, predict the reactants needed to synthesize it. The reactants are: Br[C:2]1[N:10]2[C:5]([CH:6]=[N:7][C:8]([NH:11][C:12]3[CH:17]=[CH:16][C:15]([N:18]4[CH2:23][CH2:22][N:21]([CH3:24])[CH2:20][CH2:19]4)=[CH:14][CH:13]=3)=[N:9]2)=[CH:4][CH:3]=1.CC(C)([O-])C.[Na+].C(O)CO.CN(C)C=O.[CH3:40][O:41][C:42]1[CH:47]=[CH:46][CH:45]=[CH:44][C:43]=1[SH:48]. (7) Given the product [N+:18]([C:16]1[CH:17]=[C:4]2[C:3]([C:2](=[O:22])[NH:7][N:6]2[C:8]2[CH:9]=[CH:10][CH:11]=[CH:12][CH:13]=2)=[CH:14][CH:15]=1)([O-:20])=[O:19], predict the reactants needed to synthesize it. The reactants are: N[C:2]1[CH:17]=[C:16]([N+:18]([O-:20])=[O:19])[CH:15]=[CH:14][C:3]=1[C:4]([N:6]([C:8]1[CH:13]=[CH:12][CH:11]=[CH:10][CH:9]=1)[NH2:7])=O.N([O-])=[O:22].[Na+]. (8) Given the product [C:17]1([C:14]2[O:13][C:12]([CH2:11][CH2:10][CH2:9][CH2:8][CH2:7][CH2:6][C:5]([OH:23])=[O:4])=[N:16][CH:15]=2)[CH:18]=[CH:19][CH:20]=[CH:21][CH:22]=1, predict the reactants needed to synthesize it. The reactants are: [OH-].[Na+].C[O:4][C:5](=[O:23])[CH2:6][CH2:7][CH2:8][CH2:9][CH2:10][CH2:11][C:12]1[O:13][C:14]([C:17]2[CH:22]=[CH:21][CH:20]=[CH:19][CH:18]=2)=[CH:15][N:16]=1.Cl. (9) Given the product [Br:1][C:2]1[N:3]=[CH:4][C:5]([NH2:10])=[C:6]([NH:8][CH3:9])[CH:7]=1, predict the reactants needed to synthesize it. The reactants are: [Br:1][C:2]1[CH:7]=[C:6]([NH:8][CH3:9])[C:5]([N+:10]([O-])=O)=[CH:4][N:3]=1.[NH4+].[Cl-]. (10) Given the product [CH3:1][O:2][C:3]1[CH:8]=[C:7]([CH2:9][CH2:14][CH2:15][CH2:16][CH2:17][CH2:18][CH2:19][CH2:20][CH2:21][CH2:22][O:23][CH2:24][O:25][CH3:26])[N:6]=[C:5]([N:10]([CH3:12])[CH3:11])[N:4]=1, predict the reactants needed to synthesize it. The reactants are: [CH3:1][O:2][C:3]1[CH:8]=[C:7]([CH3:9])[N:6]=[C:5]([N:10]([CH3:12])[CH3:11])[N:4]=1.Br[CH2:14][CH2:15][CH2:16][CH2:17][CH2:18][CH2:19][CH2:20][CH2:21][CH2:22][O:23][CH2:24][O:25][CH3:26].[Li]CCCC.